Task: Predict the reaction yield, written as a fraction of the theoretical maximum amount of product (1.0 means a 100% yield; for example, 0.34 means a 34% yield).. Dataset: Reaction yield outcomes from USPTO patents with 853,638 reactions (1) The reactants are [C:1]([Si:5]([CH3:35])([CH3:34])[O:6][CH2:7][CH2:8][O:9][C:10]1[S:11][C:12]([CH2:15][CH:16]([C:32]#[N:33])[C:17]([N:19]([CH:29]2[CH2:31][CH2:30]2)[CH2:20][C:21]2[CH:26]=[CH:25][CH:24]=[C:23]([CH3:27])[C:22]=2[CH3:28])=[O:18])=[CH:13][N:14]=1)([CH3:4])([CH3:3])[CH3:2].[BH4-].[Na+]. The catalyst is CO. The product is [NH2:33][CH2:32][CH:16]([CH2:15][C:12]1[S:11][C:10]([O:9][CH2:8][CH2:7][O:6][Si:5]([C:1]([CH3:4])([CH3:3])[CH3:2])([CH3:34])[CH3:35])=[N:14][CH:13]=1)[C:17]([N:19]([CH:29]1[CH2:30][CH2:31]1)[CH2:20][C:21]1[CH:26]=[CH:25][CH:24]=[C:23]([CH3:27])[C:22]=1[CH3:28])=[O:18]. The yield is 0.990. (2) The reactants are [F:1][C:2]([F:22])([C:14]1[CH:19]=[CH:18][CH:17]=[CH:16][C:15]=1[O:20][CH3:21])[CH2:3][O:4][C:5]1[CH:10]=[CH:9][C:8]([CH2:11][C:12]#[N:13])=[CH:7][CH:6]=1.Cl. The catalyst is CO.O1CCCC1.[Pt](=O)=O. The product is [F:1][C:2]([F:22])([C:14]1[CH:19]=[CH:18][CH:17]=[CH:16][C:15]=1[O:20][CH3:21])[CH2:3][O:4][C:5]1[CH:6]=[CH:7][C:8]([CH2:11][CH2:12][NH2:13])=[CH:9][CH:10]=1. The yield is 0.510. (3) The reactants are [Br:1][C:2]1[CH:15]=[CH:14][C:5]2[N:6]=[C:7]([CH:9]3[CH2:12][C:11](=O)[CH2:10]3)[S:8][C:4]=2[CH:3]=1.[CH3:16][C@H:17]1[CH2:21][CH2:20][CH2:19][NH:18]1.N1C=CC=CC=1.B. The catalyst is ClCCl.C(O)C. The product is [Br:1][C:2]1[CH:15]=[CH:14][C:5]2[N:6]=[C:7]([C@H:9]3[CH2:12][C@@H:11]([N:18]4[CH2:19][CH2:20][CH2:21][C@@H:17]4[CH3:16])[CH2:10]3)[S:8][C:4]=2[CH:3]=1. The yield is 0.160. (4) The reactants are [Cl-].[CH3:2][O:3][C:4]([C@@H:6]1[CH2:10][C@@H:9](O)[CH2:8][N:7]1[C:12]([O:14][C:15]([CH3:18])([CH3:17])[CH3:16])=[O:13])=[O:5].C(Cl)[Cl:20].C1(P(C2C=CC=CC=2)C2C=CC=CC=2)C=CC=CC=1. The catalyst is CCCCCCC.C(Cl)(Cl)(Cl)Cl. The product is [CH3:2][O:3][C:4]([C@@H:6]1[CH2:10][C@H:9]([Cl:20])[CH2:8][N:7]1[C:12]([O:14][C:15]([CH3:18])([CH3:17])[CH3:16])=[O:13])=[O:5]. The yield is 0.890. (5) The reactants are [CH3:1][C:2]1[N:3]=[C:4]([CH3:39])[C:5]2[N:6]([CH:8]=[C:9]([C:11]3[C:12](=[O:38])[O:13][C:14]4[C:19]([CH:20]=3)=[CH:18][CH:17]=[C:16]([C:21]3([F:37])[CH2:26][CH2:25][N:24](C(OCC5C=CC=CC=5)=O)[CH2:23][CH2:22]3)[CH:15]=4)[N:10]=2)[CH:7]=1. The catalyst is CO.ClCCl.[Pd]. The product is [CH3:1][C:2]1[N:3]=[C:4]([CH3:39])[C:5]2[N:6]([CH:8]=[C:9]([C:11]3[C:12](=[O:38])[O:13][C:14]4[C:19]([CH:20]=3)=[CH:18][CH:17]=[C:16]([C:21]3([F:37])[CH2:22][CH2:23][NH:24][CH2:25][CH2:26]3)[CH:15]=4)[N:10]=2)[CH:7]=1. The yield is 0.600.